From a dataset of Drug-target binding data from BindingDB using IC50 measurements. Regression. Given a target protein amino acid sequence and a drug SMILES string, predict the binding affinity score between them. We predict pIC50 (pIC50 = -log10(IC50 in M); higher means more potent). Dataset: bindingdb_ic50. (1) The small molecule is Oc1onc2c1CNCC2. The target protein (P48056) has sequence MDRKVTVHEDGCPVVSWVPEEGEMMDQKDKDQVKDRGQWTNKMEFVLSVAGEIIGLGNVWRFPYLCYKNGGGAFFIPYFIFFFSCGIPVFFLEVALGQYSSQGSVTAWRKICPLLQGIGMASVVIESYLNIYYIIILAWALFYLFSSFTWELPWTTCTNSWNTEHCVDFLNYSSTRAASYSENFTSPVMEFWERRVLGITSGIHDLGSLRWELALCLLLAWIICYFCIWKGVKSTGKVVYFTATFPYLMLIILLIRGVTLPGAYQGIVFYLKPDLLRLKDPQVWMDAGTQIFFSFAICQGCLTALGSYNKYHNNCYRDSIALCFLNSATSFVAGFVVFSILGFMAQEQGVPISEVAESGPGLAFIAFPKAVTMMPLSQLWSCLFFLMLLFLGLDSQFVCMECLVTASMDMFPQQLRKRGRRELLILAVAIVCYLMGLLLVTEGGMYIFQLFDYYASSGICLLFLSLFEVICIGWVYGADRFYDNVEDMIGYRPWPLVKIS.... The pIC50 is 3.9. (2) The drug is OC[C@H]1[C@@H](O)[C@@H](O)CCN1CCCCCOCC12CC3CC(CC(C3)C1)C2. The target protein (Q9HCG7) has sequence MGTQDPGNMGTGVPASEQISCAKEDPQVYCPEETGGTKDVQVTDCKSPEDSRPPKETDCCNPEDSGQLMVSYEGKAMGYQVPPFGWRICLAHEFTEKRKPFQANNVSLSNMIKHIGMGLRYLQWWYRKTHVEKKTPFIDMINSVPLRQIYGCPLGGIGGGTITRGWRGQFCRWQLNPGMYQHRTVIADQFTVCLRREGQTVYQQVLSLERPSVLRSWNWGLCGYFAFYHALYPRAWTVYQLPGQNVTLTCRQITPILPHDYQDSSLPVGVFVWDVENEGDEALDVSIMFSMRNGLGGGDDAPGGLWNEPFCLERSGETVRGLLLHHPTLPNPYTMAVAARVTAATTVTHITAFDPDSTGQQVWQDLLQDGQLDSPTGQSTPTQKGVGIAGAVCVSSKLRPRGQCRLEFSLAWDMPRIMFGAKGQVHYRRYTRFFGQDGDAAPALSHYALCRYAEWEERISAWQSPVLDDRSLPAWYKSALFNELYFLADGGTVWLEVLED.... The pIC50 is 4.1. (3) The small molecule is CCn1c(-c2nonc2N)nc2c(C#CC(C)(C)O)nc(OCCN)cc21. The target protein (P49841) has sequence MSGRPRTTSFAESCKPVQQPSAFGSMKVSRDKDGSKVTTVVATPGQGPDRPQEVSYTDTKVIGNGSFGVVYQAKLCDSGELVAIKKVLQDKRFKNRELQIMRKLDHCNIVRLRYFFYSSGEKKDEVYLNLVLDYVPETVYRVARHYSRAKQTLPVIYVKLYMYQLFRSLAYIHSFGICHRDIKPQNLLLDPDTAVLKLCDFGSAKQLVRGEPNVSYICSRYYRAPELIFGATDYTSSIDVWSAGCVLAELLLGQPIFPGDSGVDQLVEIIKVLGTPTREQIREMNPNYTEFKFPQIKAHPWTKVFRPRTPPEAIALCSRLLEYTPTARLTPLEACAHSFFDELRDPNVKLPNGRDTPALFNFTTQELSSNPPLATILIPPHARIQAAASTPTNATAASDANTGDRGQTNNAASASASNST. The pIC50 is 5.9. (4) The pIC50 is 5.8. The small molecule is CCCCCCCCCCCCCCC(CO)NCC. The target protein sequence is ARMRTGEKYPLIIFSHGLGAFRTIYSAIGTDLASYGFIVAAVEHRDGSASATCFFKDQSAAEIRNKTWLYLRTLGKGEEEFPLRNEQVRQRA. (5) The drug is CC1(C)OC(=O)N([C@H]2CC[C@H](NC(=O)c3cccc4cccnc34)CC2)[C@H]1c1ccccc1. The target protein sequence is LNTSGSGTILIDLSPDDKEFQSVEEEMQSTVREHRDGGHAGGIFNRYNILKIQKVCNKKLWERYTHRRKEVSEENHNHANERMLFHGSPFVNAIIHKGFDERHAYIGGMFGAGIYFAENSSKSNQYVYGIGGGTGCPVHKDRSCYICHRQLLFCRVTLGKSFLQFSAMKMAHSPPGHHSVTGRPSVNGLALAEYVIYRGEQAYPEYLITYQIMRPEG. The pIC50 is 8.3. (6) The drug is O=C(NCCCCCCNC(=O)ON=C1CCCCC1)ON=C1CCCCC1. The target protein (Q8N2K0) has sequence MRKRTEPVALEHERCAAAGSSSSGSAAAALDADCRLKQNLRLTGPAAAEPRCAADAGMKRALGRRKGVWLRLRKILFCVLGLYIAIPFLIKLCPGIQAKLIFLNFVRVPYFIDLKKPQDQGLNHTCNYYLQPEEDVTIGVWHTVPAVWWKNAQGKDQMWYEDALASSHPIILYLHGNAGTRGGDHRVELYKVLSSLGYHVVTFDYRGWGDSVGTPSERGMTYDALHVFDWIKARSGDNPVYIWGHSLGTGVATNLVRRLCERETPPDALILESPFTNIREEAKSHPFSVIYRYFPGFDWFFLDPITSSGIKFANDENVKHISCPLLILHAEDDPVVPFQLGRKLYSIAAPARSFRDFKVQFVPFHSDLGYRHKYIYKSPELPRILREFLGKSEPEHQH. The pIC50 is 4.0.